Task: Regression/Classification. Given a drug SMILES string, predict its absorption, distribution, metabolism, or excretion properties. Task type varies by dataset: regression for continuous measurements (e.g., permeability, clearance, half-life) or binary classification for categorical outcomes (e.g., BBB penetration, CYP inhibition). Dataset: cyp2c9_veith.. Dataset: CYP2C9 inhibition data for predicting drug metabolism from PubChem BioAssay (1) The drug is C[C@@H](C(=O)OC1C[C@@H]2CC[C@H](C1)N2C)c1ccc(Br)cc1. The result is 0 (non-inhibitor). (2) The molecule is O=C(NCC(c1cccnc1)N1CCOCC1)Nc1ccccc1. The result is 1 (inhibitor). (3) The compound is Cc1cc2ncn(C3CC(=O)N(C)C3=O)c2cc1C. The result is 0 (non-inhibitor). (4) The molecule is CN1CCN(c2ncc3nc(-c4ccc(Cl)cc4)c(=O)n(CCC#N)c3n2)CC1. The result is 0 (non-inhibitor). (5) The compound is N[C@H](Cc1ccccc1)c1nn[nH]n1. The result is 0 (non-inhibitor).